From a dataset of CYP2D6 inhibition data for predicting drug metabolism from PubChem BioAssay. Regression/Classification. Given a drug SMILES string, predict its absorption, distribution, metabolism, or excretion properties. Task type varies by dataset: regression for continuous measurements (e.g., permeability, clearance, half-life) or binary classification for categorical outcomes (e.g., BBB penetration, CYP inhibition). Dataset: cyp2d6_veith. The result is 0 (non-inhibitor). The molecule is Cn1c(SCC(=O)NC2CC2)nnc1-c1cccc(NC(=O)c2ccccc2F)c1.